This data is from Catalyst prediction with 721,799 reactions and 888 catalyst types from USPTO. The task is: Predict which catalyst facilitates the given reaction. (1) Reactant: [Si]([O:8][CH:9]1[CH2:18][C:17]([CH3:20])([CH3:19])[CH2:16][C:15]2[N:14]=[C:13]([CH:21]([CH3:23])[CH3:22])[C:12]([CH2:24][OH:25])=[C:11]([I:26])[C:10]1=2)(C(C)(C)C)(C)C.[F-].C([N+](CCCC)(CCCC)CCCC)CCC. Product: [OH:25][CH2:24][C:12]1[C:13]([CH:21]([CH3:23])[CH3:22])=[N:14][C:15]2[CH2:16][C:17]([CH3:19])([CH3:20])[CH2:18][C@H:9]([OH:8])[C:10]=2[C:11]=1[I:26]. The catalyst class is: 7. (2) Reactant: [CH2:1]([O:8][CH:9]1[CH2:12][C:11](C(O)=O)([C:13]([OH:15])=[O:14])[CH2:10]1)[C:2]1[CH:7]=[CH:6][CH:5]=[CH:4][CH:3]=1. Product: [CH2:1]([O:8][CH:9]1[CH2:10][CH:11]([C:13]([OH:15])=[O:14])[CH2:12]1)[C:2]1[CH:7]=[CH:6][CH:5]=[CH:4][CH:3]=1. The catalyst class is: 17. (3) Reactant: [CH2:1]([O:3][C:4](=[O:18])[C@H:5]([CH2:10][C:11]1[CH:16]=[CH:15][C:14]([OH:17])=[CH:13][CH:12]=1)[NH:6][C:7](=[O:9])[CH3:8])[CH3:2].C([O-])([O-])=O.[Cs+].[Cs+].Br[CH2:26][CH2:27][CH2:28][CH2:29][CH2:30][S:31][C:32]1[C:41]2[C:36](=[CH:37][C:38]([C:42]([F:45])([F:44])[F:43])=[CH:39][CH:40]=2)[N:35]=[CH:34][CH:33]=1. Product: [F:45][C:42]([F:43])([F:44])[C:38]1[CH:37]=[C:36]2[C:41]([C:32]([S:31][CH2:30][CH2:29][CH2:28][CH2:27][CH2:26][O:17][C:14]3[CH:13]=[CH:12][C:11]([CH2:10][C@H:5]([NH:6][C:7](=[O:9])[CH3:8])[C:4]([O:3][CH2:1][CH3:2])=[O:18])=[CH:16][CH:15]=3)=[CH:33][CH:34]=[N:35]2)=[CH:40][CH:39]=1. The catalyst class is: 3. (4) Reactant: [Si]([O:8][C@@H:9]([C:37]1[CH:42]=[CH:41][C:40]([C:43]([F:46])([F:45])[F:44])=[CH:39][CH:38]=1)[C@H:10]([NH:29][C:30](=[O:36])[O:31][C:32]([CH3:35])([CH3:34])[CH3:33])[CH2:11][CH2:12][C:13]1[S:14][C:15]([C:18]2[CH:19]=[C:20]3[C:25](=[CH:26][CH:27]=2)[CH:24]=[N:23][C:22]([F:28])=[CH:21]3)=[CH:16][N:17]=1)(C(C)(C)C)(C)C.[F-].C([N+](CCCC)(CCCC)CCCC)CCC. Product: [F:28][C:22]1[N:23]=[CH:24][C:25]2[C:20]([CH:21]=1)=[CH:19][C:18]([C:15]1[S:14][C:13]([CH2:12][CH2:11][C@@H:10]([NH:29][C:30](=[O:36])[O:31][C:32]([CH3:34])([CH3:33])[CH3:35])[C@@H:9]([OH:8])[C:37]3[CH:38]=[CH:39][C:40]([C:43]([F:45])([F:46])[F:44])=[CH:41][CH:42]=3)=[N:17][CH:16]=1)=[CH:27][CH:26]=2. The catalyst class is: 20. (5) The catalyst class is: 19. Product: [N:13]1[CH:14]=[CH:15][C:10]([C:6]2[CH:5]=[C:4]([NH2:1])[CH:9]=[CH:8][CH:7]=2)=[CH:11][CH:12]=1. Reactant: [N+:1]([C:4]1[CH:5]=[C:6]([C:10]2[CH:15]=[CH:14][N:13]=[CH:12][CH:11]=2)[CH:7]=[CH:8][CH:9]=1)([O-])=O. (6) Reactant: CN(C(ON1N=NC2C=CC=NC1=2)=[N+](C)C)C.F[P-](F)(F)(F)(F)F.[C:25]([NH:28][C:29]1[CH:40]=[CH:39][C:32]2[NH:33][C:34]([C:36]([OH:38])=O)=[N:35][C:31]=2[CH:30]=1)(=[O:27])[CH3:26].[NH2:41][CH2:42][C:43]1[C:44]([F:60])=[C:45]([O:50][C:51]2[CH:52]=[C:53]([CH:56]=[C:57]([Cl:59])[CH:58]=2)[C:54]#[N:55])[C:46]([Cl:49])=[CH:47][CH:48]=1.CCN(C(C)C)C(C)C. Product: [C:25]([NH:28][C:29]1[CH:40]=[CH:39][C:32]2[NH:33][C:34]([C:36]([NH:41][CH2:42][C:43]3[CH:48]=[CH:47][C:46]([Cl:49])=[C:45]([O:50][C:51]4[CH:52]=[C:53]([C:54]#[N:55])[CH:56]=[C:57]([Cl:59])[CH:58]=4)[C:44]=3[F:60])=[O:38])=[N:35][C:31]=2[CH:30]=1)(=[O:27])[CH3:26]. The catalyst class is: 248. (7) Reactant: [CH:1]([N:14]1[CH2:19][CH2:18][NH:17][CH2:16][CH2:15]1)([C:8]1[CH:13]=[CH:12][CH:11]=[CH:10][CH:9]=1)[C:2]1[CH:7]=[CH:6][CH:5]=[CH:4][CH:3]=1.[C:20]1([CH:26]([C:31]2[CH:36]=[CH:35][CH:34]=[CH:33][CH:32]=2)[CH2:27][C:28](O)=[O:29])[CH:25]=[CH:24][CH:23]=[CH:22][CH:21]=1.C(Cl)CCl. Product: [CH:1]([N:14]1[CH2:19][CH2:18][N:17]([C:28](=[O:29])[CH2:27][CH:26]([C:20]2[CH:25]=[CH:24][CH:23]=[CH:22][CH:21]=2)[C:31]2[CH:36]=[CH:35][CH:34]=[CH:33][CH:32]=2)[CH2:16][CH2:15]1)([C:8]1[CH:13]=[CH:12][CH:11]=[CH:10][CH:9]=1)[C:2]1[CH:7]=[CH:6][CH:5]=[CH:4][CH:3]=1. The catalyst class is: 64.